Task: Predict the reactants needed to synthesize the given product.. Dataset: Full USPTO retrosynthesis dataset with 1.9M reactions from patents (1976-2016) (1) Given the product [CH:19]1[C:20]2[C:15](=[C:14]([O:13][CH2:2][C:3]3[CH:12]=[CH:11][C:6]([C:7]([OH:9])=[O:8])=[CH:5][CH:4]=3)[CH:23]=[CH:22][CH:21]=2)[CH:16]=[CH:17][N:18]=1, predict the reactants needed to synthesize it. The reactants are: Br[CH2:2][C:3]1[CH:12]=[CH:11][C:6]([C:7]([O:9]C)=[O:8])=[CH:5][CH:4]=1.[OH:13][C:14]1[CH:23]=[CH:22][CH:21]=[C:20]2[C:15]=1[CH:16]=[CH:17][N:18]=[CH:19]2. (2) Given the product [F:40][C:2]([F:1])([F:39])[C:3]1[CH:4]=[C:5]([CH:32]=[C:33]([C:35]([F:37])([F:36])[F:38])[CH:34]=1)[CH2:6][N:7]([CH2:20][C:21]1[CH:26]=[C:25]([C:27]([F:30])([F:29])[F:28])[CH:24]=[CH:23][C:22]=1[O:31][CH2:42][CH2:43][CH2:44][C:45]([O:47][CH2:48][CH3:49])=[O:46])[C:8]1[N:13]=[CH:12][C:11]([N:14]2[CH2:15][CH2:16][O:17][CH2:18][CH2:19]2)=[CH:10][N:9]=1, predict the reactants needed to synthesize it. The reactants are: [F:1][C:2]([F:40])([F:39])[C:3]1[CH:4]=[C:5]([CH:32]=[C:33]([C:35]([F:38])([F:37])[F:36])[CH:34]=1)[CH2:6][N:7]([CH2:20][C:21]1[CH:26]=[C:25]([C:27]([F:30])([F:29])[F:28])[CH:24]=[CH:23][C:22]=1[OH:31])[C:8]1[N:13]=[CH:12][C:11]([N:14]2[CH2:19][CH2:18][O:17][CH2:16][CH2:15]2)=[CH:10][N:9]=1.Br[CH2:42][CH2:43][CH2:44][C:45]([O:47][CH2:48][CH3:49])=[O:46].C(=O)([O-])[O-].[K+].[K+].O. (3) Given the product [C:12]([O:15][CH:3]1[O:9][C@H:8]([CH2:10][Cl:11])[C@@H:6]([O:7][C:24](=[O:28])[CH3:25])[C@H:4]1[O:5][C:17](=[O:19])[CH3:18])(=[O:14])[CH3:13], predict the reactants needed to synthesize it. The reactants are: CO[CH:3]1[O:9][C@H:8]([CH2:10][Cl:11])[C@@H:6]([OH:7])[C@H:4]1[OH:5].[C:12]([O-:15])(=[O:14])[CH3:13].[Na+].[C:17](OC(=O)C)(=[O:19])[CH3:18].[CH2:24]([O:28]CCCC)[CH2:25]CC.N1C=CC=CC=1.S(=O)(=O)(O)O.C(=O)(O)[O-].[Na+]. (4) Given the product [Cl:22][CH2:13][C:10]1[CH:9]=[CH:8][C:7]2[C:12](=[C:3]([O:2][CH3:1])[CH:4]=[CH:5][CH:6]=2)[N:11]=1, predict the reactants needed to synthesize it. The reactants are: [CH3:1][O:2][C:3]1[CH:4]=[CH:5][CH:6]=[C:7]2[C:12]=1[N:11]=[C:10]([CH2:13]O)[CH:9]=[CH:8]2.CN(C)C=O.S(Cl)([Cl:22])=O. (5) Given the product [NH2:2][C@H:3]([C:9]([O-:11])=[O:10])[CH2:4][CH2:5][CH2:6][CH2:7][NH2:8].[Mg+2:22].[NH2:12][C@H:13]([C:19]([O-:21])=[O:20])[CH2:14][CH2:15][CH2:16][CH2:17][NH2:18], predict the reactants needed to synthesize it. The reactants are: O.[NH2:2][C@H:3]([C:9]([O-:11])=[O:10])[CH2:4][CH2:5][CH2:6][CH2:7][NH2:8].[NH2:12][C@H:13]([C:19]([O-:21])=[O:20])[CH2:14][CH2:15][CH2:16][CH2:17][NH2:18].[Mg+2:22]. (6) Given the product [NH2:20][C:17]1[CH:18]=[CH:19][C:14]([CH2:13][C:12]2[NH:34][C:9]3[C:8](=[O:23])[N:7]([CH2:24][C:25]4[CH:30]=[CH:29][CH:28]=[CH:27][C:26]=4[F:31])[C:6](=[O:32])[N:5]([CH2:1][CH2:2][CH2:3][CH3:4])[C:10]=3[N:11]=2)=[CH:15][CH:16]=1, predict the reactants needed to synthesize it. The reactants are: [CH2:1]([N:5]1[C:10]([NH:11][CH2:12][CH2:13][C:14]2[CH:19]=[CH:18][C:17]([N+:20]([O-])=O)=[CH:16][CH:15]=2)=[CH:9][C:8](=[O:23])[N:7]([CH2:24][C:25]2[CH:30]=[CH:29][CH:28]=[CH:27][C:26]=2[F:31])[C:6]1=[O:32])[CH2:2][CH2:3][CH3:4].[Cl-].[NH4+:34]. (7) Given the product [NH2:1][C:2]1[C:7]2[C:65](=[O:68])[N:9]([C:13]3[CH:18]=[C:17]([CH3:19])[C:16]([C:20]4[CH:21]=[CH:30][C:76](=[O:71])[N:23]([CH2:25][C:26]([F:61])([F:29])[F:28])[CH:24]=4)=[C:15]([CH3:31])[CH:14]=3)[CH2:10][CH2:11][O:12][C:6]=2[N:5]=[CH:4][N:3]=1, predict the reactants needed to synthesize it. The reactants are: [NH2:1][C:2]1[C:7]2C(=O)[N:9]([C:13]3[CH:18]=[C:17]([CH3:19])[C:16]([C:20]4[C:21]([CH3:30])=N[N:23]([CH2:25][C:26]([F:29])([F:28])C)[CH:24]=4)=[C:15]([CH3:31])[CH:14]=3)[CH2:10][CH2:11][O:12][C:6]=2[N:5]=[CH:4][N:3]=1.NC1C2C(=O)N(C3C=C(C)C(C4C=NN(CC(F)([F:61])C)C=4C)=C(C)C=3)CCOC=2N=CN=1.[C:65]([O-:68])([O-])=O.[K+].[K+].[O:71]1[CH2:76]COCC1.O. (8) Given the product [Br:34][C:35]1[CH:44]=[CH:43][C:42]([O:33][CH:30]2[CH2:31][CH2:32][N:27]([C:25]([O:24][C:20]([CH3:23])([CH3:21])[CH3:22])=[O:26])[CH2:28][CH2:29]2)=[C:41]2[C:36]=1[CH:37]=[N:38][C:39]([Cl:46])=[N:40]2, predict the reactants needed to synthesize it. The reactants are: C1(P(C2C=CC=CC=2)C2C=CC=CC=2)C=CC=CC=1.[C:20]([O:24][C:25]([N:27]1[CH2:32][CH2:31][CH:30]([OH:33])[CH2:29][CH2:28]1)=[O:26])([CH3:23])([CH3:22])[CH3:21].[Br:34][C:35]1[CH:44]=[CH:43][C:42](O)=[C:41]2[C:36]=1[CH:37]=[N:38][C:39]([Cl:46])=[N:40]2. (9) Given the product [Br-:34].[OH:22][C:11]([C:12]1[S:13][CH:14]=[CH:15][CH:16]=1)([C:17]1[S:18][CH:19]=[CH:20][CH:21]=1)[C:10]([O:9][C@@H:3]1[CH:4]2[CH2:7][CH2:8][N+:1]([CH2:33][CH2:32][CH2:31][O:24][C:25]3[CH:30]=[CH:29][CH:28]=[CH:27][CH:26]=3)([CH2:6][CH2:5]2)[CH2:2]1)=[O:23], predict the reactants needed to synthesize it. The reactants are: [N:1]12[CH2:8][CH2:7][CH:4]([CH2:5][CH2:6]1)[C@@H:3]([O:9][C:10](=[O:23])[C:11]([OH:22])([C:17]1[S:18][CH:19]=[CH:20][CH:21]=1)[C:12]1[S:13][CH:14]=[CH:15][CH:16]=1)[CH2:2]2.[O:24]([CH2:31][CH2:32][CH2:33][Br:34])[C:25]1[CH:30]=[CH:29][CH:28]=[CH:27][CH:26]=1.